This data is from Forward reaction prediction with 1.9M reactions from USPTO patents (1976-2016). The task is: Predict the product of the given reaction. Given the reactants [OH:1][CH:2]1[CH2:7][CH2:6][N:5]([C:8]([O:10][C:11]([CH3:14])([CH3:13])[CH3:12])=[O:9])[CH2:4][CH2:3]1.C1(P(C2C=CC=CC=2)C2C=CC=CC=2)C=CC=CC=1.N(C(OCC)=O)=NC(OCC)=O.[Cl:46][C:47]1[CH:52]=[CH:51][CH:50]=[C:49]([Cl:53])[C:48]=1O, predict the reaction product. The product is: [Cl:46][C:47]1[CH:52]=[CH:51][CH:50]=[C:49]([Cl:53])[C:48]=1[O:1][CH:2]1[CH2:3][CH2:4][N:5]([C:8]([O:10][C:11]([CH3:14])([CH3:13])[CH3:12])=[O:9])[CH2:6][CH2:7]1.